This data is from Peptide-MHC class II binding affinity with 134,281 pairs from IEDB. The task is: Regression. Given a peptide amino acid sequence and an MHC pseudo amino acid sequence, predict their binding affinity value. This is MHC class II binding data. (1) The peptide sequence is SDTPYRVNRYTKSAH. The MHC is DRB3_0101 with pseudo-sequence DRB3_0101. The binding affinity (normalized) is 0.582. (2) The peptide sequence is STWLLKPGAGIMIFD. The MHC is HLA-DQA10501-DQB10301 with pseudo-sequence HLA-DQA10501-DQB10301. The binding affinity (normalized) is 0.549. (3) The peptide sequence is LQSLGADIASEQAVL. The binding affinity (normalized) is 0.664. The MHC is DRB1_1302 with pseudo-sequence DRB1_1302. (4) The peptide sequence is GQWRGAAGTAAQAAV. The MHC is HLA-DPA10301-DPB10402 with pseudo-sequence HLA-DPA10301-DPB10402. The binding affinity (normalized) is 0.0632.